Dataset: Forward reaction prediction with 1.9M reactions from USPTO patents (1976-2016). Task: Predict the product of the given reaction. Given the reactants [N+:1]([C:4]1[CH:5]=[N:6][NH:7][CH:8]=1)([O-:3])=[O:2].Br[CH2:10][CH2:11][O:12][CH3:13].C(=O)([O-])[O-].[K+].[K+], predict the reaction product. The product is: [CH3:13][O:12][CH2:11][CH2:10][N:6]1[CH:5]=[C:4]([N+:1]([O-:3])=[O:2])[CH:8]=[N:7]1.